Dataset: Forward reaction prediction with 1.9M reactions from USPTO patents (1976-2016). Task: Predict the product of the given reaction. Given the reactants [F:1][C:2]1[CH:3]=[CH:4][C:5]([CH3:19])=[C:6]([C:8]2[CH:17]=[C:16]3[C:11]([CH:12]=[C:13]([NH2:18])[N:14]=[CH:15]3)=[CH:10][CH:9]=2)[CH:7]=1.N1C=CC=CC=1.ClC(Cl)(O[C:30](=[O:36])OC(Cl)(Cl)Cl)Cl.[CH3:38][CH:39]([NH2:41])[CH3:40], predict the reaction product. The product is: [F:1][C:2]1[CH:3]=[CH:4][C:5]([CH3:19])=[C:6]([C:8]2[CH:17]=[C:16]3[C:11]([CH:12]=[C:13]([NH:18][C:30]([NH:41][CH:39]([CH3:40])[CH3:38])=[O:36])[N:14]=[CH:15]3)=[CH:10][CH:9]=2)[CH:7]=1.